From a dataset of Reaction yield outcomes from USPTO patents with 853,638 reactions. Predict the reaction yield, written as a fraction of the theoretical maximum amount of product (1.0 means a 100% yield; for example, 0.34 means a 34% yield). (1) The reactants are [S:1]1[C:5]2[CH:6]=[CH:7][CH:8]=[CH:9][C:4]=2[N:3]=[C:2]1[NH2:10].[I:11][CH2:12][CH2:13][CH2:14][CH3:15]. No catalyst specified. The product is [IH:11].[CH2:12]([N:3]1[C:4]2[CH:9]=[CH:8][CH:7]=[CH:6][C:5]=2[S:1][C:2]1=[NH:10])[CH2:13][CH2:14][CH3:15]. The yield is 0.630. (2) The reactants are [Cl:1][C:2]1[N:3]=[C:4](Cl)[C:5]2[CH2:10][CH2:9][CH:8]([C:11]3[CH:16]=[CH:15][C:14]([Cl:17])=[CH:13][CH:12]=3)[C:6]=2[N:7]=1.C[CH2:20][N:21](C(C)C)C(C)C. The catalyst is CO. The product is [Cl:1][C:2]1[N:3]=[C:4]([NH:21][CH3:20])[C:5]2[CH2:10][CH2:9][CH:8]([C:11]3[CH:16]=[CH:15][C:14]([Cl:17])=[CH:13][CH:12]=3)[C:6]=2[N:7]=1. The yield is 0.343.